This data is from Full USPTO retrosynthesis dataset with 1.9M reactions from patents (1976-2016). The task is: Predict the reactants needed to synthesize the given product. (1) Given the product [Br:1][C:2]1[CH:7]=[N:6][CH:5]=[C:4]([O:8][CH2:14][CH2:13][CH2:12][Cl:11])[CH:3]=1, predict the reactants needed to synthesize it. The reactants are: [Br:1][C:2]1[CH:3]=[C:4]([OH:8])[CH:5]=[N:6][CH:7]=1.[H-].[Na+].[Cl:11][CH2:12][CH2:13][CH2:14]I.[Na+].[Cl-]. (2) Given the product [O:12]=[C:8]1[CH2:7][CH2:6][CH2:5][C:4]2[CH:3]=[C:2]([O:1][S:22]([C:25]([F:28])([F:27])[F:26])(=[O:24])=[O:23])[CH:11]=[CH:10][C:9]1=2, predict the reactants needed to synthesize it. The reactants are: [OH:1][C:2]1[CH:3]=[C:4]2[C:9](=[CH:10][CH:11]=1)[C:8](=[O:12])[CH2:7][CH2:6][CH2:5]2.C(Cl)Cl.N1C=CC=CC=1.[S:22](O[S:22]([C:25]([F:28])([F:27])[F:26])(=[O:24])=[O:23])([C:25]([F:28])([F:27])[F:26])(=[O:24])=[O:23]. (3) Given the product [Cl:1][C:2]1[CH:7]=[CH:6][CH:5]=[C:4]([C:8]([F:9])([F:11])[F:10])[C:3]=1[C:12]([N:14]1[C:22]2[C:17](=[CH:18][CH:19]=[C:20]([CH:23]=[O:24])[CH:21]=2)[C:16]([I:25])=[N:15]1)=[O:13], predict the reactants needed to synthesize it. The reactants are: [Cl:1][C:2]1[CH:7]=[CH:6][CH:5]=[C:4]([C:8]([F:11])([F:10])[F:9])[C:3]=1[C:12]([N:14]1[C:22]2[C:17](=[CH:18][CH:19]=[C:20]([CH2:23][OH:24])[CH:21]=2)[C:16]([I:25])=[N:15]1)=[O:13].CC(OI1(OC(C)=O)(OC(C)=O)OC(=O)C2C=CC=CC1=2)=O. (4) Given the product [F:1][C:2]1[CH:3]=[CH:4][C:5]([C:8]2[O:12][C:11]([C:13]([NH:28][C:24]3[CH:23]=[C:22]([CH2:21][CH2:20][C:19]([OH:29])=[O:18])[CH:27]=[CH:26][CH:25]=3)=[O:15])=[CH:10][CH:9]=2)=[CH:6][CH:7]=1, predict the reactants needed to synthesize it. The reactants are: [F:1][C:2]1[CH:7]=[CH:6][C:5]([C:8]2[O:12][C:11]([C:13]([OH:15])=O)=[CH:10][CH:9]=2)=[CH:4][CH:3]=1.C([O:18][C:19](=[O:29])[CH2:20][CH2:21][C:22]1[CH:27]=[CH:26][CH:25]=[C:24]([NH2:28])[CH:23]=1)C. (5) Given the product [CH3:11][O:10][C:8]([C:7]1[CH:6]=[C:5]2[C:4](=[CH:13][CH:12]=1)[NH:1][C:15]([CH3:16])=[CH:14]2)=[O:9], predict the reactants needed to synthesize it. The reactants are: [N+:1]([C:4]1[CH:13]=[CH:12][C:7]([C:8]([O:10][CH3:11])=[O:9])=[CH:6][C:5]=1[CH2:14][CH2:15][CH:16]=O)([O-])=O.